Dataset: Full USPTO retrosynthesis dataset with 1.9M reactions from patents (1976-2016). Task: Predict the reactants needed to synthesize the given product. (1) Given the product [N+:1]([C:4]1[CH:5]=[N:6][CH:7]=[CH:8][C:9]=1[CH2:10][C:11]([O:13][CH3:14])=[O:12])([O-:3])=[O:2], predict the reactants needed to synthesize it. The reactants are: [N+:1]([C:4]1[CH:5]=[N:6][CH:7]=[CH:8][C:9]=1[CH:10](C(OC)=O)[C:11]([O:13][CH3:14])=[O:12])([O-:3])=[O:2].[Cl-].[Li+].O.CS(C)=O. (2) Given the product [CH2:27]([N:14]([CH2:7][C:8]1[CH:13]=[CH:12][CH:11]=[CH:10][CH:9]=1)[C:15]1[CH:16]=[C:17]([CH2:18][OH:19])[CH:23]=[CH:24][C:25]=1[F:26])[C:28]1[CH:29]=[CH:30][CH:31]=[CH:32][CH:33]=1, predict the reactants needed to synthesize it. The reactants are: [H-].[Al+3].[Li+].[H-].[H-].[H-].[CH2:7]([N:14]([CH2:27][C:28]1[CH:33]=[CH:32][CH:31]=[CH:30][CH:29]=1)[C:15]1[CH:16]=[C:17]([CH:23]=[CH:24][C:25]=1[F:26])[C:18](OCC)=[O:19])[C:8]1[CH:13]=[CH:12][CH:11]=[CH:10][CH:9]=1.O.[OH-].[Na+]. (3) Given the product [F:40][C:41]([F:48])([CH3:47])/[CH:42]=[C:8](\[CH2:14][CH2:15][CH3:16])/[C:9]([O:11][CH2:12][CH3:13])=[O:10], predict the reactants needed to synthesize it. The reactants are: C1(P(C2C=CC=CC=2)(C2C=CC=CC=2)=[C:8]([CH2:14][CH2:15][CH3:16])[C:9]([O:11][CH2:12][CH3:13])=[O:10])C=CC=CC=1.CC1C=CC(S(O)(=O)=O)=CC=1.[F:40][C:41]([F:48])([CH3:47])[C:42](OCC)=O. (4) Given the product [F:7][C:8]1[CH:9]=[C:10]2[C:14](=[CH:15][CH:16]=1)[NH:13][CH2:12][C:11]2([CH3:19])[CH3:18], predict the reactants needed to synthesize it. The reactants are: [H-].[Al+3].[Li+].[H-].[H-].[H-].[F:7][C:8]1[CH:9]=[C:10]2[C:14](=[CH:15][CH:16]=1)[NH:13][C:12](=O)[C:11]2([CH3:19])[CH3:18].O.